The task is: Predict which catalyst facilitates the given reaction.. This data is from Catalyst prediction with 721,799 reactions and 888 catalyst types from USPTO. Reactant: [I:1][C:2]1[N:7]=[C:6]([CH3:8])[C:5]([OH:9])=[CH:4][CH:3]=1.[Cl:10][C:11]1[CH:16]=[C:15](Cl)[CH:14]=[CH:13][N:12]=1.C([O-])([O-])=O.[K+].[K+].O. Product: [Cl:10][C:11]1[CH:16]=[C:15]([O:9][C:5]2[C:6]([CH3:8])=[N:7][C:2]([I:1])=[CH:3][CH:4]=2)[CH:14]=[CH:13][N:12]=1. The catalyst class is: 44.